Dataset: Experimentally validated miRNA-target interactions with 360,000+ pairs, plus equal number of negative samples. Task: Binary Classification. Given a miRNA mature sequence and a target amino acid sequence, predict their likelihood of interaction. (1) The miRNA is mmu-miR-214-3p with sequence ACAGCAGGCACAGACAGGCAGU. The protein sequence of the target gene is MVLPTCPMAEFALPRHSAVMERLRRRIELCRRHHSTCEARYEAVSPERLELERQHTFALHQRCIQAKAKRAGKHRQPPAAATAPVAAPAPASAPAAARLDAADGPEHGRPVAHLHDTVKRSLDSAASPQNGDQPNGYGDLFPGHKKTRREAPLGVSVSANGLPPASPLGQPDKPSGGDTLQTAGKHSLGLDPINKKCLADSGIHLNGGSNSSEPFPLSLSKELKQEPVDDLPCMIAGAGGSVAQSNLMPDLNLNEQEWKELIEELNRSVPDEDMKDLFTEDFEEKKDPEPPGSATQTPLA.... Result: 0 (no interaction). (2) The miRNA is hsa-miR-3619-5p with sequence UCAGCAGGCAGGCUGGUGCAGC. The protein sequence of the target gene is MAAAAGGGSCPGPGSARGRFPGRPRGAGGGGGRGGRGNGAERVRVALRRGGGATGPGGAEPGEDTALLRLLGLRRGLRRLRRLWAGPRVQRGRGRGRGRGWGPSRGCVPEEESSDGESDEEEFQGFHSDEDVAPSSLRSALRSQRGRAPRGRGRKHKTTPLPPPRLADVAPTPPKTPARKRGEEGTERMVQALTELLRRAQAPQAPRSRACEPSTPRRSRGRPPGRPAGPCRRKQQAVVVAEAAVTIPKPEPPPPVVPVKHQTGSWKCKEGPGPGPGTPRRGGQSSRGGRGGRGRGRGGG.... Result: 1 (interaction). (3) The miRNA is mmu-miR-339-3p with sequence UGAGCGCCUCGGCGACAGAGCCG. The protein sequence of the target gene is MDSPWDELALAFSRTSMFPFFDIAHYLVSVMAVKRQPGAAALAWKNPISSWFTAMLHCFGGGILSCLLLAEPPLKFLANHTNILLASSIWYITFFCPHDLVSQGYSYLPVQLLASGMKEVTRTWKIVGGVTHANSYYKNGWIVMIAIGWARGAGGTIITNFERLVKGDWKPEGDEWLKMSYPAKVTLLGSVIFTFQHTQHLAISKHNLMFLYTIFIVATKITMMTTQTSTMTFAPFEDTLSWMLFGWQQPFSSCEKKSEAKSPSNGVGSLASKPVDVASDNVKKKHTKKNE. Result: 0 (no interaction).